Dataset: Full USPTO retrosynthesis dataset with 1.9M reactions from patents (1976-2016). Task: Predict the reactants needed to synthesize the given product. (1) Given the product [C:8]1([C:7](=[N:6][C:5]([CH2:15][CH2:14][CH2:7][CH:8]=[CH2:9])([CH2:32][CH2:33][CH2:34][CH:35]=[CH2:36])[C:4]([O:3][CH2:1][CH3:2])=[O:20])[C:14]2[CH:19]=[CH:18][CH:17]=[CH:16][CH:15]=2)[CH:9]=[CH:10][CH:11]=[CH:12][CH:13]=1, predict the reactants needed to synthesize it. The reactants are: [CH2:1]([O:3][C:4](=[O:20])[CH2:5][N:6]=[C:7]([C:14]1[CH:19]=[CH:18][CH:17]=[CH:16][CH:15]=1)[C:8]1[CH:13]=[CH:12][CH:11]=[CH:10][CH:9]=1)[CH3:2].C[Si]([N-][Si](C)(C)C)(C)C.[K+].I[CH2:32][CH2:33][CH2:34][CH:35]=[CH2:36]. (2) Given the product [CH3:1][N:2]([CH3:7])[CH2:3][CH2:4][N:5]([CH3:6])[C:17](=[O:20])/[CH:18]=[CH:19]/[C:23]1[C:31]2[C:26](=[CH:27][C:28]([CH:32]=[O:33])=[CH:29][CH:30]=2)[N:25]([CH2:34][O:35][CH2:36][CH2:37][Si:38]([CH3:41])([CH3:40])[CH3:39])[N:24]=1, predict the reactants needed to synthesize it. The reactants are: [CH3:1][N:2]([CH3:7])[CH2:3][CH2:4][NH:5][CH3:6].C(N(C(C)C)CC)(C)C.[C:17](Cl)(=[O:20])[CH:18]=[CH2:19].I[C:23]1[C:31]2[C:26](=[CH:27][C:28]([CH:32]=[O:33])=[CH:29][CH:30]=2)[N:25]([CH2:34][O:35][CH2:36][CH2:37][Si:38]([CH3:41])([CH3:40])[CH3:39])[N:24]=1.CC1C=CC=CC=1P(C1C=CC=CC=1C)C1C=CC=CC=1C. (3) Given the product [Br:1][C:2]1[CH:10]=[C:9]2[C:5]([C:6]([CH3:11])=[N:7][N:8]2[S:18]([C:15]2[CH:16]=[CH:17][C:12]([CH3:22])=[CH:13][CH:14]=2)(=[O:20])=[O:19])=[CH:4][CH:3]=1, predict the reactants needed to synthesize it. The reactants are: [Br:1][C:2]1[CH:10]=[C:9]2[C:5]([C:6]([CH3:11])=[N:7][NH:8]2)=[CH:4][CH:3]=1.[C:12]1([CH3:22])[CH:17]=[CH:16][C:15]([S:18](Cl)(=[O:20])=[O:19])=[CH:14][CH:13]=1.[H-].[Na+]. (4) Given the product [CH3:1][O:2][C:3](=[O:16])[C:4]([C:6]1[CH:7]=[CH:8][C:9]([NH2:12])=[CH:10][CH:11]=1)([CH3:15])[CH3:5], predict the reactants needed to synthesize it. The reactants are: [CH3:1][O:2][C:3](=[O:16])[C:4]([CH3:15])([C:6]1[CH:11]=[CH:10][C:9]([N+:12]([O-])=O)=[CH:8][CH:7]=1)[CH3:5].C([O-])=O.[NH4+]. (5) Given the product [OH:16][C:9]1[C:10]([F:15])=[CH:11][C:12]([F:14])=[CH:13][C:8]=1[CH2:7][NH2:6], predict the reactants needed to synthesize it. The reactants are: Cl.ClCC([NH:6][CH2:7][C:8]1[CH:13]=[C:12]([F:14])[CH:11]=[C:10]([F:15])[C:9]=1[OH:16])=O.C(=O)(O)[O-].[Na+]. (6) Given the product [N:37]1[CH:38]=[CH:39][CH:40]=[C:35]([CH2:34][O:33][C:31](=[O:32])[NH:30][CH2:29][C:26]2[CH:27]=[CH:28][C:23]([C:21]([NH:20][C:10]3[CH:11]=[C:12]([C:15]4[CH:43]=[CH:41][CH:17]=[CH:18][CH:19]=4)[CH:13]=[CH:14][C:9]=3[NH2:5])=[O:22])=[CH:24][CH:25]=2)[CH:36]=1, predict the reactants needed to synthesize it. The reactants are: CC([N:5]([C:9]1[CH:14]=[CH:13][C:12]([C:15]2S[CH:17]=[CH:18][CH:19]=2)=[CH:11][C:10]=1[NH:20][C:21]([C:23]1[CH:28]=[CH:27][C:26]([CH2:29][NH:30][C:31]([O:33][CH2:34][C:35]2[CH:36]=[N:37][CH:38]=[CH:39][CH:40]=2)=[O:32])=[CH:25][CH:24]=1)=[O:22])C(=O)[O-])(C)C.[C:41](O)([C:43](F)(F)F)=O. (7) Given the product [NH2:66][CH2:65][CH2:64][CH2:63][NH:55][CH2:43][CH2:44][CH2:45][CH2:46][NH:47][CH2:51][CH2:52][CH2:53][NH:54][CH:21]([CH2:20][O:19][CH2:1][CH2:2][CH2:3][CH2:4][CH2:5][CH2:6][CH2:7][CH2:8]/[CH:9]=[CH:10]\[CH2:11]/[CH:12]=[CH:13]\[CH2:14][CH2:15][CH2:16][CH2:17][CH3:18])[CH2:22][O:23][CH2:24][CH2:25][CH2:26][CH2:27][CH2:28][CH2:29][CH2:30][CH2:31]/[CH:32]=[CH:33]\[CH2:34]/[CH:35]=[CH:36]\[CH2:37][CH2:38][CH2:39][CH2:40][CH3:41], predict the reactants needed to synthesize it. The reactants are: [CH2:1]([O:19][CH2:20][C:21](=O)[CH2:22][O:23][CH2:24][CH2:25][CH2:26][CH2:27][CH2:28][CH2:29][CH2:30][CH2:31]/[CH:32]=[CH:33]\[CH2:34]/[CH:35]=[CH:36]\[CH2:37][CH2:38][CH2:39][CH2:40][CH3:41])[CH2:2][CH2:3][CH2:4][CH2:5][CH2:6][CH2:7][CH2:8]/[CH:9]=[CH:10]\[CH2:11]/[CH:12]=[CH:13]\[CH2:14][CH2:15][CH2:16][CH2:17][CH3:18].[CH2:43]([N:55]([CH2:63][CH2:64][CH2:65][NH2:66])C(=O)OC(C)(C)C)[CH2:44][CH2:45][CH2:46][N:47]([CH2:51][CH2:52][CH2:53][NH2:54])C(=O)[O-].C(O)(=O)C.C(O[BH-](OC(=O)C)OC(=O)C)(=O)C.[Na+].FC(F)(F)C(O)=O.